Dataset: Ames mutagenicity test results for genotoxicity prediction. Task: Regression/Classification. Given a drug SMILES string, predict its toxicity properties. Task type varies by dataset: regression for continuous values (e.g., LD50, hERG inhibition percentage) or binary classification for toxic/non-toxic outcomes (e.g., AMES mutagenicity, cardiotoxicity, hepatotoxicity). Dataset: ames. (1) The compound is O=S(=O)(O)O. The result is 0 (non-mutagenic). (2) The molecule is ClC(Cl)(Cl)CC1CO1. The result is 1 (mutagenic). (3) The molecule is Cc1cccc(OC[C@@H](O)CNC(C)(C)C)c1C. The result is 0 (non-mutagenic).